From a dataset of Full USPTO retrosynthesis dataset with 1.9M reactions from patents (1976-2016). Predict the reactants needed to synthesize the given product. Given the product [C:1]([O:4][C:5]1[CH:10]=[CH:9][C:8]([N:11]([C:12](=[O:14])[CH3:13])[CH2:19][C:20]2[CH:25]=[CH:24][C:23]([O:26][CH2:27][CH2:28][CH2:29][CH2:30][CH3:31])=[CH:22][C:21]=2[Cl:32])=[C:7]([N+:15]([O-:17])=[O:16])[CH:6]=1)(=[O:3])[CH3:2], predict the reactants needed to synthesize it. The reactants are: [C:1]([O:4][C:5]1[CH:10]=[CH:9][C:8]([NH:11][C:12](=[O:14])[CH3:13])=[C:7]([N+:15]([O-:17])=[O:16])[CH:6]=1)(=[O:3])[CH3:2].Br[CH2:19][C:20]1[CH:25]=[CH:24][C:23]([O:26][CH2:27][CH2:28][CH2:29][CH2:30][CH3:31])=[CH:22][C:21]=1[Cl:32].C(=O)([O-])[O-].[K+].[K+].